Dataset: Catalyst prediction with 721,799 reactions and 888 catalyst types from USPTO. Task: Predict which catalyst facilitates the given reaction. (1) Reactant: [C:1]1(=[O:16])[N:5]([C@@H:6]([CH3:10])[C:7](O)=[O:8])[C:4](=[O:11])[C:3]2=[CH:12][CH:13]=[CH:14][CH:15]=[C:2]12.S(Cl)([Cl:19])=O. Product: [C:1]1(=[O:16])[N:5]([C@@H:6]([CH3:10])[C:7]([Cl:19])=[O:8])[C:4](=[O:11])[C:3]2=[CH:12][CH:13]=[CH:14][CH:15]=[C:2]12. The catalyst class is: 159. (2) Reactant: [CH3:1][O:2][C:3](=[O:32])[CH:4]([NH:24][C:25]([O:27][C:28]([CH3:31])([CH3:30])[CH3:29])=[O:26])[CH2:5][CH2:6][CH:7]([OH:23])[CH2:8][NH:9][C:10]([O:12][CH2:13][C:14]1[CH:19]=[CH:18][C:17]([N+:20]([O-:22])=[O:21])=[CH:16][CH:15]=1)=[O:11].C(N(CC)C(C)C)(C)C.[CH3:42][S:43](Cl)(=[O:45])=[O:44]. Product: [C:28]([O:27][C:25]([NH:24][CH:4]([CH2:5][CH2:6][CH:7]([O:23][S:43]([CH3:42])(=[O:45])=[O:44])[CH2:8][NH:9][C:10]([O:12][CH2:13][C:14]1[CH:19]=[CH:18][C:17]([N+:20]([O-:22])=[O:21])=[CH:16][CH:15]=1)=[O:11])[C:3]([O:2][CH3:1])=[O:32])=[O:26])([CH3:29])([CH3:31])[CH3:30]. The catalyst class is: 4. (3) Reactant: N1C2C=CC=CC=2N=N1.S(Cl)([Cl:12])=O.O[CH2:15][C:16]1[O:20][C:19]([C:21]([O:23][CH2:24][CH3:25])=[O:22])=[C:18]([CH3:26])[CH:17]=1. Product: [Cl:12][CH2:15][C:16]1[O:20][C:19]([C:21]([O:23][CH2:24][CH3:25])=[O:22])=[C:18]([CH3:26])[CH:17]=1. The catalyst class is: 4. (4) Reactant: [C:1]([NH:4][C:5]1[N:9]([C:10]2[CH:15]=[CH:14][CH:13]=[C:12]([F:16])[CH:11]=2)[N:8]=[CH:7][C:6]=1[C:17]([O:19][CH2:20][CH3:21])=[O:18])(=[O:3])[CH3:2].[H-].[Na+].[CH3:24]I.[Cl-].[NH4+]. Product: [F:16][C:12]1[CH:11]=[C:10]([N:9]2[C:5]([N:4]([CH3:24])[C:1](=[O:3])[CH3:2])=[C:6]([C:17]([O:19][CH2:20][CH3:21])=[O:18])[CH:7]=[N:8]2)[CH:15]=[CH:14][CH:13]=1. The catalyst class is: 198. (5) Reactant: O[C:2]([CH3:30])([CH3:29])[CH2:3][C@@:4]1([C:23]2[CH:28]=[CH:27][CH:26]=[CH:25][CH:24]=2)[O:9][C:8](=[O:10])[N:7]([C@H:11]([C:13]2[CH:22]=[CH:21][C:16]([C:17]([NH:19][NH2:20])=[O:18])=[CH:15][CH:14]=2)[CH3:12])[CH2:6][CH2:5]1.O.[C:32]1(C)C=CC(S(O)(=O)=O)=C[CH:33]=1.COC(OC)(OC)C. Product: [CH3:29][C:2](=[CH2:30])[CH2:3][C@:4]1([C:23]2[CH:24]=[CH:25][CH:26]=[CH:27][CH:28]=2)[O:9][C:8](=[O:10])[N:7]([C@H:11]([C:13]2[CH:22]=[CH:21][C:16]([C:17]3[O:18][C:32]([CH3:33])=[N:20][N:19]=3)=[CH:15][CH:14]=2)[CH3:12])[CH2:6][CH2:5]1. The catalyst class is: 13. (6) Reactant: [Si:1]([O:18][CH2:19][C@@H:20]([NH:48][CH2:49][CH2:50][CH:51]([CH3:53])[CH3:52])[CH2:21][CH2:22][CH:23]([F:47])[CH2:24][NH:25][C:26](=[O:46])[C@H:27]([CH:33]([C:40]1[CH:45]=[CH:44][CH:43]=[CH:42][CH:41]=1)[C:34]1[CH:39]=[CH:38][CH:37]=[CH:36][CH:35]=1)[NH:28][C:29]([O:31][CH3:32])=[O:30])([C:14]([CH3:17])([CH3:16])[CH3:15])([C:8]1[CH:13]=[CH:12][CH:11]=[CH:10][CH:9]=1)[C:2]1[CH:7]=[CH:6][CH:5]=[CH:4][CH:3]=1.C(N(CC)C(C)C)(C)C.[N+:63]([C:66]1[CH:71]=[CH:70][C:69]([S:72](Cl)(=[O:74])=[O:73])=[CH:68][CH:67]=1)([O-:65])=[O:64]. Product: [Si:1]([O:18][CH2:19][C@@H:20]([N:48]([CH2:49][CH2:50][CH:51]([CH3:53])[CH3:52])[S:72]([C:69]1[CH:68]=[CH:67][C:66]([N+:63]([O-:65])=[O:64])=[CH:71][CH:70]=1)(=[O:73])=[O:74])[CH2:21][CH2:22][CH:23]([F:47])[CH2:24][NH:25][C:26](=[O:46])[C@H:27]([CH:33]([C:40]1[CH:45]=[CH:44][CH:43]=[CH:42][CH:41]=1)[C:34]1[CH:35]=[CH:36][CH:37]=[CH:38][CH:39]=1)[NH:28][C:29]([O:31][CH3:32])=[O:30])([C:14]([CH3:15])([CH3:16])[CH3:17])([C:8]1[CH:9]=[CH:10][CH:11]=[CH:12][CH:13]=1)[C:2]1[CH:3]=[CH:4][CH:5]=[CH:6][CH:7]=1. The catalyst class is: 4. (7) Reactant: [Cl:1][C:2]1[CH:13]=[C:6]2[C:7](OC(=O)[NH:11][C:5]2=[CH:4][CH:3]=1)=[O:8].[CH3:14][NH2:15].C(OCC)(=O)C.O. Product: [NH2:11][C:5]1[CH:4]=[CH:3][C:2]([Cl:1])=[CH:13][C:6]=1[C:7]([NH:15][CH3:14])=[O:8]. The catalyst class is: 7. (8) Reactant: Br[C:2]1[C:3]([Cl:27])=[C:4]([N:10]([CH2:18][C:19]2[CH:24]=[CH:23][C:22]([O:25][CH3:26])=[CH:21][CH:20]=2)[C:11](=[O:17])[O:12][C:13]([CH3:16])([CH3:15])[CH3:14])[CH:5]=[C:6]([C:8]#[N:9])[CH:7]=1.[Cl-].[Li+].C([Mg+])(C)C.[Cl-].[O:35]=[C:36]1[CH2:39][N:38]([C:40]([O:42][C:43]([CH3:46])([CH3:45])[CH3:44])=[O:41])[CH2:37]1. Product: [C:13]([O:12][C:11]([N:10]([CH2:18][C:19]1[CH:24]=[CH:23][C:22]([O:25][CH3:26])=[CH:21][CH:20]=1)[C:4]1[C:3]([Cl:27])=[C:2]([C:36]2([OH:35])[CH2:37][N:38]([C:40]([O:42][C:43]([CH3:45])([CH3:44])[CH3:46])=[O:41])[CH2:39]2)[CH:7]=[C:6]([C:8]#[N:9])[CH:5]=1)=[O:17])([CH3:16])([CH3:15])[CH3:14]. The catalyst class is: 1. (9) Reactant: [F:1][C:2]([F:13])([F:12])[C:3]1[CH:8]=[CH:7][C:6]([C:9](Cl)=[O:10])=[CH:5][CH:4]=1.[NH2:14][C:15]1[CH:20]=[CH:19][C:18]([C:21]2[C:29]3[C:24](=[N:25][CH:26]=[N:27][C:28]=3[NH2:30])[N:23]([CH:31]3[CH2:36][CH2:35][N:34]([CH3:37])[CH2:33][CH2:32]3)[N:22]=2)=[CH:17][C:16]=1[O:38][CH3:39]. The catalyst class is: 272. Product: [NH2:30][C:28]1[N:27]=[CH:26][N:25]=[C:24]2[N:23]([CH:31]3[CH2:36][CH2:35][N:34]([CH3:37])[CH2:33][CH2:32]3)[N:22]=[C:21]([C:18]3[CH:19]=[CH:20][C:15]([NH:14][C:9](=[O:10])[C:6]4[CH:7]=[CH:8][C:3]([C:2]([F:13])([F:12])[F:1])=[CH:4][CH:5]=4)=[C:16]([O:38][CH3:39])[CH:17]=3)[C:29]=12.